This data is from Reaction yield outcomes from USPTO patents with 853,638 reactions. The task is: Predict the reaction yield, written as a fraction of the theoretical maximum amount of product (1.0 means a 100% yield; for example, 0.34 means a 34% yield). (1) The reactants are [C:1]1([N:7]2[C:11]3[CH:12]=[CH:13][CH:14]=[CH:15][C:10]=3[N:9]=[C:8]2[C:16]2[CH:21]=[CH:20][CH:19]=[C:18](B3OC(C)(C)C(C)(C)O3)[CH:17]=2)[CH:6]=[CH:5][CH:4]=[CH:3][CH:2]=1.Br[C:32]1[C:33]2[C:38]([C:39]([Br:46])=[C:40]3[C:45]=1[CH:44]=[CH:43][CH:42]=[CH:41]3)=[CH:37][CH:36]=[CH:35][CH:34]=2.C([O-])([O-])=O.[Na+].[Na+].O. The catalyst is C1C=CC([P]([Pd]([P](C2C=CC=CC=2)(C2C=CC=CC=2)C2C=CC=CC=2)([P](C2C=CC=CC=2)(C2C=CC=CC=2)C2C=CC=CC=2)[P](C2C=CC=CC=2)(C2C=CC=CC=2)C2C=CC=CC=2)(C2C=CC=CC=2)C2C=CC=CC=2)=CC=1.O1CCCC1. The product is [Br:46][C:39]1[C:38]2[C:33](=[CH:34][CH:35]=[CH:36][CH:37]=2)[C:32]([C:20]2[CH:21]=[C:16]([C:8]3[N:7]([C:1]4[CH:2]=[CH:3][CH:4]=[CH:5][CH:6]=4)[C:11]4[CH:12]=[CH:13][CH:14]=[CH:15][C:10]=4[N:9]=3)[CH:17]=[CH:18][CH:19]=2)=[C:45]2[C:40]=1[CH:41]=[CH:42][CH:43]=[CH:44]2. The yield is 0.750. (2) The reactants are [C:1]([C:3]1[CH:4]=[C:5](B(O)O)[CH:6]=[CH:7][CH:8]=1)#[N:2].Br[C:13]1[CH:18]=[CH:17][C:16]([OH:19])=[CH:15][CH:14]=1.C(=O)([O-])[O-].[Na+].[Na+]. The catalyst is O1CCOCC1.C1C=CC(/C=C/C(/C=C/C2C=CC=CC=2)=O)=CC=1.C1C=CC(/C=C/C(/C=C/C2C=CC=CC=2)=O)=CC=1.C1C=CC(/C=C/C(/C=C/C2C=CC=CC=2)=O)=CC=1.[Pd].[Pd]. The product is [OH:19][C:16]1[CH:17]=[CH:18][C:13]([C:5]2[CH:6]=[CH:7][CH:8]=[C:3]([C:1]#[N:2])[CH:4]=2)=[CH:14][CH:15]=1. The yield is 0.440. (3) The reactants are BrC1N=C(N[C:11]2[CH:16]=[CH:15][N:14]3[CH:17]=[CH:18][N:19]=[C:13]3[CH:12]=2)C(=O)N(C)C=1.[C:20]([O:23][CH2:24][C:25]1[C:26]([N:34]2[CH2:45][CH2:44][N:43]3[C:36](=[CH:37][C:38]4[CH2:39][C:40]([CH3:47])([CH3:46])[CH2:41][C:42]=43)[C:35]2=[O:48])=[N:27][CH:28]=[CH:29][C:30]=1B(O)O)(=[O:22])[CH3:21].[O-]P([O-])([O-])=O.[K+].[K+].[K+].[C:57](#[N:59])[CH3:58]. The catalyst is O.C1C=CC(P(C2C=CC=CC=2)[C-]2C=CC=C2)=CC=1.C1C=CC(P(C2C=CC=CC=2)[C-]2C=CC=C2)=CC=1.Cl[Pd]Cl.[Fe+2]. The product is [C:20]([O:23][CH2:24][C:25]1[C:26]([N:34]2[CH2:45][CH2:44][N:43]3[C:36](=[CH:37][C:38]4[CH2:39][C:40]([CH3:47])([CH3:46])[CH2:41][C:42]=43)[C:35]2=[O:48])=[N:27][CH:28]=[CH:29][C:30]=1[C:57]1[N:59]=[C:36]([NH:43][C:16]2[CH:11]=[CH:12][C:13]3[N:14]([CH:17]=[CH:18][N:19]=3)[CH:15]=2)[C:35](=[O:48])[N:34]([CH3:26])[CH:58]=1)(=[O:22])[CH3:21]. The yield is 0.340. (4) The reactants are [Br:1][C:2]1[CH:7]=[CH:6][C:5]([Br:8])=[CH:4][CH:3]=1.[Cl-].[Cl-].[Cl-].[Al+3].[CH3:13][C:14](=[CH2:18])[C:15](Cl)=[O:16]. The catalyst is Cl. The product is [Br:1][C:2]1[CH:7]=[CH:6][C:5]([Br:8])=[C:4]2[C:3]=1[CH2:13][CH:14]([CH3:18])[C:15]2=[O:16]. The yield is 0.160. (5) The reactants are [NH2:1][C:2]1[CH:11]=[CH:10][C:9](Br)=[CH:8][C:3]=1[C:4]([NH:6][CH3:7])=[O:5].[CH3:13][N:14](C=O)C. The catalyst is [C-]#N.[Zn+2].[C-]#N.C1C=CC([P]([Pd]([P](C2C=CC=CC=2)(C2C=CC=CC=2)C2C=CC=CC=2)([P](C2C=CC=CC=2)(C2C=CC=CC=2)C2C=CC=CC=2)[P](C2C=CC=CC=2)(C2C=CC=CC=2)C2C=CC=CC=2)(C2C=CC=CC=2)C2C=CC=CC=2)=CC=1. The product is [NH2:1][C:2]1[CH:11]=[CH:10][C:9]([C:13]#[N:14])=[CH:8][C:3]=1[C:4]([NH:6][CH3:7])=[O:5]. The yield is 0.480. (6) The product is [CH3:1][O:2][C:3]1[CH:4]=[C:5]2[C:10](=[CH:11][C:12]=1[O:13][CH3:14])[N:9]=[CH:8][CH:7]=[C:6]2[O:15][C:16]1[CH:22]=[CH:21][C:19]([NH:20][C:35]([NH:51][CH:49]([C:47]2[S:48][C:44]([CH3:43])=[CH:45][N:46]=2)[CH3:50])=[O:41])=[C:18]([CH3:23])[CH:17]=1. The reactants are [CH3:1][O:2][C:3]1[CH:4]=[C:5]2[C:10](=[CH:11][C:12]=1[O:13][CH3:14])[N:9]=[CH:8][CH:7]=[C:6]2[O:15][C:16]1[CH:22]=[CH:21][C:19]([NH2:20])=[C:18]([CH3:23])[CH:17]=1.C(N(CC)CC)C.ClC(Cl)(O[C:35](=[O:41])OC(Cl)(Cl)Cl)Cl.[CH3:43][C:44]1[S:48][C:47]([CH:49]([NH2:51])[CH3:50])=[N:46][CH:45]=1. The yield is 0.310. The catalyst is C(Cl)(Cl)Cl.